From a dataset of Reaction yield outcomes from USPTO patents with 853,638 reactions. Predict the reaction yield, written as a fraction of the theoretical maximum amount of product (1.0 means a 100% yield; for example, 0.34 means a 34% yield). The reactants are Cl[C:2]1[O:3][C:4]([C:8]2[CH:13]=[CH:12][C:11]([O:14][CH3:15])=[CH:10][CH:9]=2)=[C:5]([CH3:7])[N:6]=1.[C:16](#[N:18])[CH3:17]. The catalyst is Cl. The product is [CH3:15][O:14][C:11]1[CH:12]=[CH:13][C:8]([C:4]2[O:3][C:2]([NH:18][C:16]3[CH:13]=[CH:12][CH:11]=[C:10]4[C:17]=3[CH2:5][CH:4]([OH:3])[CH2:8][CH2:9]4)=[N:6][C:5]=2[CH3:7])=[CH:9][CH:10]=1. The yield is 0.0900.